Regression/Classification. Given a drug SMILES string, predict its absorption, distribution, metabolism, or excretion properties. Task type varies by dataset: regression for continuous measurements (e.g., permeability, clearance, half-life) or binary classification for categorical outcomes (e.g., BBB penetration, CYP inhibition). Dataset: cyp1a2_veith. From a dataset of CYP1A2 inhibition data for predicting drug metabolism from PubChem BioAssay. (1) The drug is NC(=O)C1CCN(C(=O)OCc2ccccc2)CC1. The result is 0 (non-inhibitor). (2) The molecule is Cl.OC(COc1ccc(OCC(O)CN2CCCCCC2)cc1)CN1CCCCCC1. The result is 0 (non-inhibitor). (3) The drug is COc1cccc(Nc2ncc3ncc(=O)n(Cc4ccc(F)cc4)c3n2)c1. The result is 1 (inhibitor). (4) The drug is Cn1c(=O)c(-c2ccccc2)nc2cncnc21. The result is 1 (inhibitor). (5) The result is 0 (non-inhibitor). The compound is O=C(CCNS(=O)(=O)c1ccc2c(c1)CCC(=O)N2)NCc1ccc2c(c1)OCO2. (6) The compound is COc1cc(-c2[o+]c3cc(O)cc(O)c3cc2O)cc(O)c1O.O=C(O)c1ccccc1. The result is 0 (non-inhibitor). (7) The drug is COc1ccc(CN(CCC#N)C(=S)NC(=O)c2ccccc2)cc1. The result is 1 (inhibitor). (8) The compound is O=C(c1ccccc1)N1CCSC1=S. The result is 1 (inhibitor).